From a dataset of Reaction yield outcomes from USPTO patents with 853,638 reactions. Predict the reaction yield, written as a fraction of the theoretical maximum amount of product (1.0 means a 100% yield; for example, 0.34 means a 34% yield). (1) The catalyst is O1CCOCC1.O.C1C=CC([P]([Pd]([P](C2C=CC=CC=2)(C2C=CC=CC=2)C2C=CC=CC=2)([P](C2C=CC=CC=2)(C2C=CC=CC=2)C2C=CC=CC=2)[P](C2C=CC=CC=2)(C2C=CC=CC=2)C2C=CC=CC=2)(C2C=CC=CC=2)C2C=CC=CC=2)=CC=1. The product is [CH3:24][C:23]1[CH:22]=[C:21]([CH3:25])[NH:20][C:19](=[O:26])[C:18]=1[CH2:17][NH:16][C:14]([C:4]1[C:5]2[CH:10]=[N:9][N:8]([CH:11]([CH3:13])[CH3:12])[C:6]=2[N:7]=[C:2]([C:32]2[CH:33]=[CH:34][C:29]([CH2:28][OH:27])=[CH:30][CH:31]=2)[CH:3]=1)=[O:15]. The reactants are Br[C:2]1[CH:3]=[C:4]([C:14]([NH:16][CH2:17][C:18]2[C:19](=[O:26])[NH:20][C:21]([CH3:25])=[CH:22][C:23]=2[CH3:24])=[O:15])[C:5]2[CH:10]=[N:9][N:8]([CH:11]([CH3:13])[CH3:12])[C:6]=2[N:7]=1.[OH:27][CH2:28][C:29]1[CH:34]=[CH:33][C:32](B(O)O)=[CH:31][CH:30]=1.C([O-])([O-])=O.[Na+].[Na+].CCOC(C)=O. The yield is 0.963. (2) The reactants are [C:1]1(=[O:11])[NH:5][C:4](=[O:6])[C:3]2=[CH:7][CH:8]=[CH:9][CH:10]=[C:2]12.Cl[CH2:13][C:14]1[N:18]=[CH:17][O:16][N:15]=1.C(=O)([O-])[O-].[Cs+].[Cs+].O. The catalyst is CN(C=O)C.[I-].C([N+](CCCC)(CCCC)CCCC)CCC. The product is [O:16]1[CH:17]=[N:18][C:14]([CH2:13][N:5]2[C:1](=[O:11])[C:2]3=[CH:10][CH:9]=[CH:8][CH:7]=[C:3]3[C:4]2=[O:6])=[N:15]1. The yield is 0.830. (3) The reactants are [Cl:1][C:2]1[CH:9]=[CH:8][C:5]([CH:6]=O)=[CH:4][C:3]=1[N+:10]([O-:12])=[O:11].[NH2:13][C:14]1[CH:23]=[CH:22][C:17]([C:18]([O:20][CH3:21])=[O:19])=[CH:16][CH:15]=1. The catalyst is C(O)C. The product is [Cl:1][C:2]1[CH:9]=[CH:8][C:5](/[CH:6]=[N:13]/[C:14]2[CH:15]=[CH:16][C:17]([C:18]([O:20][CH3:21])=[O:19])=[CH:22][CH:23]=2)=[CH:4][C:3]=1[N+:10]([O-:12])=[O:11]. The yield is 0.980. (4) The reactants are [C:1]1([CH2:7][O:8][C:9]([N:11]2[CH2:14][C:13]([C@H:31]3[CH2:36][CH2:35][CH2:34][CH2:33][N:32]3[C:37]([O:39][C:40]([CH3:43])([CH3:42])[CH3:41])=[O:38])([O:15]C(=O)[C@](OC)(C3C=CC=CC=3)C(F)(F)F)[CH2:12]2)=[O:10])[CH:6]=[CH:5][CH:4]=[CH:3][CH:2]=1.[OH-].[Na+]. The catalyst is CO. The product is [OH:15][C:13]1([C@H:31]2[CH2:36][CH2:35][CH2:34][CH2:33][N:32]2[C:37]([O:39][C:40]([CH3:43])([CH3:42])[CH3:41])=[O:38])[CH2:12][N:11]([C:9]([O:8][CH2:7][C:1]2[CH:6]=[CH:5][CH:4]=[CH:3][CH:2]=2)=[O:10])[CH2:14]1. The yield is 0.810. (5) The reactants are [CH2:1]([S:6]([NH2:9])(=[O:8])=[O:7])[CH2:2][CH2:3][CH2:4][CH3:5].ClC(Cl)(O[C:14](=[O:20])[O:15][C:16](Cl)(Cl)Cl)Cl.[Cl:22][C:23]1[CH:40]=[C:39]([Cl:41])[CH:38]=[CH:37][C:24]=1[CH2:25][N:26]1[C:30](CO)=[CH:29][C:28]([O:33][CH:34]([CH3:36])[CH3:35])=[N:27]1.C(N(CC)C(C)C)(C)C. The catalyst is CN(C)C1C=CN=CC=1.O1CCCC1.C1(C)C=CC=CC=1.N1C=CC=CC=1. The product is [CH2:1]([S:6]([NH:9][C:14](=[O:20])[O:15][CH2:16][C:30]1[N:26]([CH2:25][C:24]2[CH:37]=[CH:38][C:39]([Cl:41])=[CH:40][C:23]=2[Cl:22])[N:27]=[C:28]([O:33][CH:34]([CH3:36])[CH3:35])[CH:29]=1)(=[O:8])=[O:7])[CH2:2][CH2:3][CH2:4][CH3:5]. The yield is 0.190.